This data is from Full USPTO retrosynthesis dataset with 1.9M reactions from patents (1976-2016). The task is: Predict the reactants needed to synthesize the given product. (1) Given the product [N:25]1[CH:30]=[CH:29][CH:28]=[CH:27][C:26]=1[O:31][CH2:32][C:33]([NH:1][C:2]1[CH:7]=[CH:6][C:5]([N:8]2[C:14](=[O:15])[CH2:13][C:12](=[O:16])[NH:11][C:10]3[C:17]4[C:22]([CH:23]=[CH:24][C:9]2=3)=[CH:21][CH:20]=[CH:19][CH:18]=4)=[CH:4][CH:3]=1)=[O:34], predict the reactants needed to synthesize it. The reactants are: [NH2:1][C:2]1[CH:7]=[CH:6][C:5]([N:8]2[C:14](=[O:15])[CH2:13][C:12](=[O:16])[NH:11][C:10]3[C:17]4[C:22]([CH:23]=[CH:24][C:9]2=3)=[CH:21][CH:20]=[CH:19][CH:18]=4)=[CH:4][CH:3]=1.[N:25]1[CH:30]=[CH:29][CH:28]=[CH:27][C:26]=1[O:31][CH2:32][C:33](O)=[O:34].CN(C(ON1N=NC2C=CC=NC1=2)=[N+](C)C)C.F[P-](F)(F)(F)(F)F.C(N(CC)CC)C. (2) Given the product [Br:1][C:2]1[CH:3]=[N:4][C:5]2[N:6]([N:8]=[C:9]([C:11]([N:16]3[CH2:17][CH2:18][C:19]4[S:23][CH:22]=[CH:21][C:20]=4[N:15]3[CH3:14])=[O:13])[CH:10]=2)[CH:7]=1, predict the reactants needed to synthesize it. The reactants are: [Br:1][C:2]1[CH:3]=[N:4][C:5]2[N:6]([N:8]=[C:9]([C:11]([OH:13])=O)[CH:10]=2)[CH:7]=1.[CH3:14][N:15]1[C:20]2[CH:21]=[CH:22][S:23][C:19]=2[CH2:18][CH2:17][NH:16]1.